Dataset: Full USPTO retrosynthesis dataset with 1.9M reactions from patents (1976-2016). Task: Predict the reactants needed to synthesize the given product. (1) Given the product [OH:33][C@H:32]([C:31]1[C:23]([CH3:22])=[C:24]2[C:28](=[CH:29][CH:30]=1)[C:27](=[O:35])[O:26][CH2:25]2)[CH2:34][N:19]1[CH2:20][CH2:21][C:13]2([CH2:12][N:11]([C:9]3[CH:8]=[CH:7][C:4]([C:5]#[N:6])=[C:3]([O:2][CH3:1])[CH:10]=3)[C:15](=[O:16])[CH2:14]2)[CH2:17][CH2:18]1, predict the reactants needed to synthesize it. The reactants are: [CH3:1][O:2][C:3]1[CH:10]=[C:9]([N:11]2[C:15](=[O:16])[CH2:14][C:13]3([CH2:21][CH2:20][NH:19][CH2:18][CH2:17]3)[CH2:12]2)[CH:8]=[CH:7][C:4]=1[C:5]#[N:6].[CH3:22][C:23]1[C:31]([C@@H:32]2[CH2:34][O:33]2)=[CH:30][CH:29]=[C:28]2[C:24]=1[CH2:25][O:26][C:27]2=[O:35]. (2) The reactants are: [F:1][C:2]1[C:9]([OH:10])=[C:8]([F:11])[CH:7]=[CH:6][C:3]=1[CH:4]=O.C(O)(=O)[CH2:13][C:14]([OH:16])=[O:15]. Given the product [F:1][C:2]1[C:9]([OH:10])=[C:8]([F:11])[CH:7]=[CH:6][C:3]=1/[CH:4]=[CH:13]/[C:14]([OH:16])=[O:15], predict the reactants needed to synthesize it. (3) Given the product [Cl:18][C:4]1[N:3]=[C:2]([NH:27][C:23]2[CH:22]=[C:21]([CH:20]([F:28])[F:19])[CH:26]=[CH:25][N:24]=2)[CH:7]=[C:6]([CH:8]2[CH2:13][CH2:12][N:11]([CH:14]3[CH2:17][O:16][CH2:15]3)[CH2:10][CH2:9]2)[CH:5]=1, predict the reactants needed to synthesize it. The reactants are: Cl[C:2]1[CH:7]=[C:6]([CH:8]2[CH2:13][CH2:12][N:11]([CH:14]3[CH2:17][O:16][CH2:15]3)[CH2:10][CH2:9]2)[CH:5]=[C:4]([Cl:18])[N:3]=1.[F:19][CH:20]([F:28])[C:21]1[CH:26]=[CH:25][N:24]=[C:23]([NH2:27])[CH:22]=1.C(=O)([O-])[O-].[Cs+].[Cs+]. (4) The reactants are: [CH2:1]([N:8]1[CH2:13][CH2:12][NH:11][CH2:10][CH2:9]1)[C:2]1[CH:7]=[CH:6][CH:5]=[CH:4][CH:3]=1.CN1C(=O)CCC1.[NH2:21][C:22]1[N:23]=[C:24]([C:43]2[CH:48]=[CH:47][CH:46]=[CH:45][CH:44]=2)[C:25]2[C:34](=[O:35])[C:33]3[C:28](=[C:29]([C:36]4[CH:37]=[N:38][C:39](F)=[CH:40][CH:41]=4)[CH:30]=[CH:31][CH:32]=3)[C:26]=2[N:27]=1. Given the product [NH2:21][C:22]1[N:23]=[C:24]([C:43]2[CH:48]=[CH:47][CH:46]=[CH:45][CH:44]=2)[C:25]2[C:34](=[O:35])[C:33]3[C:28](=[C:29]([C:36]4[CH:37]=[N:38][C:39]([N:11]5[CH2:12][CH2:13][N:8]([CH2:1][C:2]6[CH:3]=[CH:4][CH:5]=[CH:6][CH:7]=6)[CH2:9][CH2:10]5)=[CH:40][CH:41]=4)[CH:30]=[CH:31][CH:32]=3)[C:26]=2[N:27]=1, predict the reactants needed to synthesize it.